This data is from Reaction yield outcomes from USPTO patents with 853,638 reactions. The task is: Predict the reaction yield, written as a fraction of the theoretical maximum amount of product (1.0 means a 100% yield; for example, 0.34 means a 34% yield). (1) The reactants are [CH2:1]([O:5][CH:6]1[CH2:11][CH2:10][CH2:9][CH2:8][O:7]1)[CH2:2][C:3]#[CH:4].C([Li])CCC.[CH2:17]=[O:18]. The catalyst is C1COCC1. The product is [O:7]1[CH2:8][CH2:9][CH2:10][CH2:11][CH:6]1[O:5][CH2:1][CH2:2][C:3]#[C:4][CH2:17][OH:18]. The yield is 0.770. (2) The reactants are [O:1]=[C:2]1[CH2:7][CH2:6][CH:5]([N:8]2[C:13](=[O:14])[C:12]([CH2:15][C:16]3[CH:21]=[CH:20][C:19]([C:22]4[CH:27]=[CH:26][CH:25]=[CH:24][C:23]=4[C:28]4[NH:32][C:31](=[O:33])[O:30][N:29]=4)=[CH:18][CH:17]=3)=[C:11]([CH2:34][CH2:35][CH3:36])[N:10]3[N:37]=[CH:38][N:39]=[C:9]23)[CH2:4][CH2:3]1.C(O[CH:44]([OH:47])[CH2:45]O)(=O)C.CC1C=CC(S(O)(=O)=O)=CC=1.[C:59](=O)([O-])[OH:60].[Na+]. The catalyst is C1(C)C=CC=CC=1. The product is [OH:60][CH2:59][CH:45]1[CH2:44][O:47][C:2]2([CH2:7][CH2:6][CH:5]([N:8]3[C:13](=[O:14])[C:12]([CH2:15][C:16]4[CH:17]=[CH:18][C:19]([C:22]5[CH:27]=[CH:26][CH:25]=[CH:24][C:23]=5[C:28]5[NH:32][C:31](=[O:33])[O:30][N:29]=5)=[CH:20][CH:21]=4)=[C:11]([CH2:34][CH2:35][CH3:36])[N:10]4[N:37]=[CH:38][N:39]=[C:9]34)[CH2:4][CH2:3]2)[O:1]1. The yield is 0.230. (3) The reactants are [C:1](OC(=O)C)(=[O:3])C.[CH:8]1([NH:11][C:12]([NH:14][C:15]2[CH:20]=[CH:19][C:18]([O:21][C:22]3[CH:27]=[CH:26][N:25]=[C:24]4[CH:28]=[C:29]([C:31]5[CH:36]=[CH:35][C:34]([CH2:37][NH:38][CH2:39][CH2:40][O:41][CH3:42])=[CH:33][N:32]=5)[S:30][C:23]=34)=[C:17]([F:43])[CH:16]=2)=[O:13])[CH2:10][CH2:9]1.CO.C(Cl)Cl. The catalyst is C(O)=O. The product is [CH:8]1([NH:11][C:12](=[O:13])[NH:14][C:15]2[CH:20]=[CH:19][C:18]([O:21][C:22]3[CH:27]=[CH:26][N:25]=[C:24]4[CH:28]=[C:29]([C:31]5[N:32]=[CH:33][C:34]([CH2:37][N:38]([CH2:39][CH2:40][O:41][CH3:42])[CH:1]=[O:3])=[CH:35][CH:36]=5)[S:30][C:23]=34)=[C:17]([F:43])[CH:16]=2)[CH2:10][CH2:9]1. The yield is 0.760. (4) The reactants are [C:1]([C:4]1[CH:26]=[CH:25][C:24]([C:27]2[CH:28]=[N:29][C:30]([C:33]([F:36])([F:35])[F:34])=[N:31][CH:32]=2)=[CH:23][C:5]=1[CH2:6][NH:7][C:8]([C@@H:10]1[CH2:14][C@@H:13]([F:15])[CH2:12][N:11]1C(OC(C)(C)C)=O)=[O:9])(=[O:3])[NH2:2].Cl.O1CCOCC1.CCN(CC)CC.[F:51][C:52]1[CH:57]=[CH:56][C:55]([S:58](Cl)(=[O:60])=[O:59])=[CH:54][CH:53]=1. The catalyst is C(Cl)Cl. The product is [C:1]([C:4]1[CH:26]=[CH:25][C:24]([C:27]2[CH:32]=[N:31][C:30]([C:33]([F:34])([F:36])[F:35])=[N:29][CH:28]=2)=[CH:23][C:5]=1[CH2:6][NH:7][C:8]([C@@H:10]1[CH2:14][C@@H:13]([F:15])[CH2:12][N:11]1[S:58]([C:55]1[CH:56]=[CH:57][C:52]([F:51])=[CH:53][CH:54]=1)(=[O:60])=[O:59])=[O:9])(=[O:3])[NH2:2]. The yield is 0.520. (5) The reactants are [NH2:1][C:2]1[C:11]2[C:6](=[C:7](I)[CH:8]=[CH:9][CH:10]=2)[N:5]=[N:4][C:3]=1[C:13]([NH:15][CH2:16][CH2:17][CH3:18])=[O:14].C([Sn](CCCC)(CCCC)[C:24]1[CH:29]=[CH:28][CH:27]=[CH:26][N:25]=1)CCC. No catalyst specified. The product is [NH2:1][C:2]1[C:11]2[C:6](=[C:7]([C:24]3[CH:29]=[CH:28][CH:27]=[CH:26][N:25]=3)[CH:8]=[CH:9][CH:10]=2)[N:5]=[N:4][C:3]=1[C:13]([NH:15][CH2:16][CH2:17][CH3:18])=[O:14]. The yield is 0.390. (6) The reactants are [NH:1]([C:5]1[CH:10]=[CH:9][C:8]([OH:11])=[CH:7][CH:6]=1)C(C)=O.[OH-].[Na+].[C:14](=[O:16])=[O:15]. No catalyst specified. The product is [NH2:1][C:5]1[CH:6]=[C:7]([C:14]([OH:16])=[O:15])[C:8]([OH:11])=[CH:9][CH:10]=1. The yield is 0.750. (7) The reactants are [F:1][C:2]1[CH:10]=[CH:9][C:8]([C:11]2[CH:16]=[CH:15][CH:14]=[C:13]([F:17])[CH:12]=2)=[CH:7][C:3]=1[C:4]([OH:6])=O.C(Cl)(C(Cl)=O)=O.[NH2:24][C:25]1[C:26]([F:33])=[C:27]([OH:32])[CH:28]=[CH:29][C:30]=1[Cl:31].C([O-])(O)=O.[Na+]. The catalyst is C(Cl)Cl.C1COCC1.CN(C=O)C. The product is [Cl:31][C:30]1[C:25]([NH:24][C:4](=[O:6])[C:3]2[CH:7]=[C:8]([C:11]3[CH:16]=[CH:15][CH:14]=[C:13]([F:17])[CH:12]=3)[CH:9]=[CH:10][C:2]=2[F:1])=[C:26]([F:33])[C:27]([OH:32])=[CH:28][CH:29]=1. The yield is 0.260. (8) The reactants are [C:1]([O:5][C:6]([N:8]1[CH2:13][C@H:12]([CH2:14][OH:15])[NH:11][CH2:10][C@H:9]1[CH3:16])=[O:7])([CH3:4])([CH3:3])[CH3:2].[CH:17](=O)[C:18]1[CH:23]=[CH:22][CH:21]=[CH:20][CH:19]=1.C(O[BH-](OC(=O)C)OC(=O)C)(=O)C.[Na+]. The catalyst is ClCCCl. The product is [C:1]([O:5][C:6]([N:8]1[CH2:13][C@H:12]([CH2:14][OH:15])[N:11]([CH2:17][C:18]2[CH:23]=[CH:22][CH:21]=[CH:20][CH:19]=2)[CH2:10][C@H:9]1[CH3:16])=[O:7])([CH3:4])([CH3:3])[CH3:2]. The yield is 0.760. (9) The reactants are Br[CH2:2][C:3]([C:5]1[C:10]([CH3:11])=[CH:9][C:8]([Cl:12])=[CH:7][C:6]=1[CH3:13])=O.[NH2:14][C:15]([NH2:17])=[S:16]. The catalyst is CCO. The product is [Cl:12][C:8]1[CH:9]=[C:10]([CH3:11])[C:5]([C:3]2[N:14]=[C:15]([NH2:17])[S:16][CH:2]=2)=[C:6]([CH3:13])[CH:7]=1. The yield is 0.720. (10) The reactants are [CH3:1][O:2][C:3]1[CH:43]=[C:42]([O:44][CH3:45])[CH:41]=[CH:40][C:4]=1[CH2:5][NH:6][C:7]1[C:8]2[CH:15]=[CH:14][N:13]([C@H:16]3[C@@H:20]4[O:21][C:22]([CH3:25])([CH3:24])[O:23][C@@H:19]4[C@@H:18]([CH2:26][N:27]([CH:37]([CH3:39])[CH3:38])[CH:28]4[CH2:31][CH:30]([CH2:32][CH2:33][C:34](O)=[O:35])[CH2:29]4)[O:17]3)[C:9]=2[N:10]=[CH:11][N:12]=1.CN(C(ON1N=NC2C=CC=NC1=2)=[N+](C)C)C.F[P-](F)(F)(F)(F)F.C1C=NC2N(O)N=NC=2C=1.[C:80]([C:84]1[CH:85]=[C:86]([NH2:91])[C:87]([NH2:90])=[CH:88][CH:89]=1)([CH3:83])([CH3:82])[CH3:81]. The catalyst is C(Cl)Cl. The product is [NH2:91][C:86]1[CH:85]=[C:84]([C:80]([CH3:83])([CH3:81])[CH3:82])[CH:89]=[CH:88][C:87]=1[NH:90][C:34](=[O:35])[CH2:33][CH2:32][CH:30]1[CH2:31][CH:28]([N:27]([CH2:26][C@@H:18]2[C@@H:19]3[C@@H:20]([O:21][C:22]([CH3:24])([CH3:25])[O:23]3)[C@H:16]([N:13]3[C:9]4[N:10]=[CH:11][N:12]=[C:7]([NH:6][CH2:5][C:4]5[CH:40]=[CH:41][C:42]([O:44][CH3:45])=[CH:43][C:3]=5[O:2][CH3:1])[C:8]=4[CH:15]=[CH:14]3)[O:17]2)[CH:37]([CH3:38])[CH3:39])[CH2:29]1. The yield is 0.500.